From a dataset of Reaction yield outcomes from USPTO patents with 853,638 reactions. Predict the reaction yield, written as a fraction of the theoretical maximum amount of product (1.0 means a 100% yield; for example, 0.34 means a 34% yield). (1) The reactants are [CH:1]([C:4]1[NH:5][CH:6]=[C:7]([C:9]([CH3:20])([C:11]2[CH:16]=[CH:15][CH:14]=[C:13]([N+:17]([O-:19])=[O:18])[CH:12]=2)[CH3:10])[N:8]=1)([CH3:3])[CH3:2].[C:21](=O)([O-])[O-].[K+].[K+].IC. The catalyst is C1COCC1. The product is [CH:1]([C:4]1[N:5]([CH3:21])[CH:6]=[C:7]([C:9]([CH3:10])([C:11]2[CH:16]=[CH:15][CH:14]=[C:13]([N+:17]([O-:19])=[O:18])[CH:12]=2)[CH3:20])[N:8]=1)([CH3:3])[CH3:2]. The yield is 0.560. (2) The reactants are [CH2:1]([C:3]1[C:8](=[O:9])[NH:7][C:6]([CH3:10])=[C:5]([C:11]2[O:15][C:14]([S:16]([Cl:19])(=[O:18])=[O:17])=[CH:13][CH:12]=2)[CH:4]=1)[CH3:2].[N:20]1[CH:25]=[CH:24][CH:23]=[C:22]([CH2:26][NH2:27])[CH:21]=1. No catalyst specified. The product is [ClH:19].[N:20]1[CH:25]=[CH:24][CH:23]=[C:22]([CH2:26][NH:27][S:16]([C:14]2[O:15][C:11]([C:5]3[CH:4]=[C:3]([CH2:1][CH3:2])[C:8](=[O:9])[NH:7][C:6]=3[CH3:10])=[CH:12][CH:13]=2)(=[O:18])=[O:17])[CH:21]=1. The yield is 0.100. (3) The reactants are [OH:1][C:2]1[CH:11]=[CH:10][C:5]([C:6]([O:8][CH3:9])=[O:7])=[CH:4][C:3]=1[O:12][CH3:13].Br[CH2:15][CH2:16][Cl:17].C(=O)([O-])[O-].[K+].[K+]. The catalyst is C(#N)C. The yield is 0.978. The product is [Cl:17][CH2:16][CH2:15][O:1][C:2]1[CH:11]=[CH:10][C:5]([C:6]([O:8][CH3:9])=[O:7])=[CH:4][C:3]=1[O:12][CH3:13]. (4) The reactants are C(=O)([O-])[O-].[Na+].[Na+].Br[C:8]1[N:13]=[N:12][C:11]([NH2:14])=[N:10][CH:9]=1.[CH2:15]([O:17][CH:18]([N:20]1[CH:24]=[C:23](B2OC(C)(C)C(C)(C)O2)[CH:22]=[N:21]1)[CH3:19])[CH3:16]. The catalyst is O.C1(C)C=CC=CC=1.C(O)C.C1C=CC([P]([Pd]([P](C2C=CC=CC=2)(C2C=CC=CC=2)C2C=CC=CC=2)([P](C2C=CC=CC=2)(C2C=CC=CC=2)C2C=CC=CC=2)[P](C2C=CC=CC=2)(C2C=CC=CC=2)C2C=CC=CC=2)(C2C=CC=CC=2)C2C=CC=CC=2)=CC=1. The product is [CH2:15]([O:17][CH:18]([N:20]1[CH:24]=[C:23]([C:8]2[N:13]=[N:12][C:11]([NH2:14])=[N:10][CH:9]=2)[CH:22]=[N:21]1)[CH3:19])[CH3:16]. The yield is 0.690. (5) The reactants are [CH3:1][O:2][C:3]1[CH:22]=[CH:21][C:6]([CH2:7][CH2:8][CH:9]2[C:16]3[CH:15]=[C:14]([C:17]([O:19]C)=[O:18])[NH:13][C:12]=3[CH2:11][CH2:10]2)=[CH:5][CH:4]=1.O.[OH-].[Li+]. No catalyst specified. The product is [CH3:1][O:2][C:3]1[CH:22]=[CH:21][C:6]([CH2:7][CH2:8][CH:9]2[C:16]3[CH:15]=[C:14]([C:17]([OH:19])=[O:18])[NH:13][C:12]=3[CH2:11][CH2:10]2)=[CH:5][CH:4]=1. The yield is 0.630.